The task is: Predict the product of the given reaction.. This data is from Forward reaction prediction with 1.9M reactions from USPTO patents (1976-2016). (1) Given the reactants [Cl-].[Al+3].[Cl-].[Cl-].ClC(Cl)C.[Cl:9][C:10]1[CH:18]=[CH:17][CH:16]=[CH:15][C:11]=1[C:12](Cl)=[O:13].[CH3:19][N:20]1[CH:24]=[CH:23][CH:22]=[C:21]1[CH2:25][C:26]#[N:27].Cl, predict the reaction product. The product is: [Cl:9][C:10]1[CH:18]=[CH:17][CH:16]=[CH:15][C:11]=1[C:12]([C:24]1[N:20]([CH3:19])[C:21]([CH2:25][C:26]#[N:27])=[CH:22][CH:23]=1)=[O:13]. (2) Given the reactants Br[C:2]1[CH:3]=[C:4]2[C:8](=[C:9]([CH3:11])[CH:10]=1)[C:7](=O)[N:6]([CH2:13][C:14]1[CH:19]=[CH:18][C:17]([O:20][C:21]([F:24])([F:23])[F:22])=[CH:16][CH:15]=1)[CH2:5]2.[CH3:25][N:26]1[CH2:31][CH2:30][N:29]([CH2:32][CH2:33][OH:34])[CH2:28][CH2:27]1.C([O-])([O-])=O.[Cs+].[Cs+].C(Cl)(Cl)Cl.CO, predict the reaction product. The product is: [CH3:11][C:9]1[CH:10]=[C:2]([O:34][CH2:33][CH2:32][N:29]2[CH2:30][CH2:31][N:26]([CH3:25])[CH2:27][CH2:28]2)[CH:3]=[C:4]2[C:8]=1[CH2:7][N:6]([CH2:13][C:14]1[CH:19]=[CH:18][C:17]([O:20][C:21]([F:23])([F:22])[F:24])=[CH:16][CH:15]=1)[CH2:5]2. (3) Given the reactants I[C:2]1[CH:3]=[CH:4][C:5]2[N:6]([C:8]([CH3:12])=[C:9]([CH3:11])[N:10]=2)[N:7]=1.[C:13]([C:15]1[CH:20]=[CH:19][CH:18]=[C:17]([N:21]2[CH2:25][CH2:24][CH2:23][CH2:22]2)[N:16]=1)#[CH:14].C(N(CC)CC)C, predict the reaction product. The product is: [CH3:11][C:9]1[N:10]=[C:5]2[CH:4]=[CH:3][C:2]([C:14]#[C:13][C:15]3[CH:20]=[CH:19][CH:18]=[C:17]([N:21]4[CH2:25][CH2:24][CH2:23][CH2:22]4)[N:16]=3)=[N:7][N:6]2[C:8]=1[CH3:12].